Dataset: Reaction yield outcomes from USPTO patents with 853,638 reactions. Task: Predict the reaction yield, written as a fraction of the theoretical maximum amount of product (1.0 means a 100% yield; for example, 0.34 means a 34% yield). (1) The reactants are [CH3:1][O:2][C:3]1[CH:8]=[C:7](/[CH:9]=[CH:10]/[C:11]([O:13][CH3:14])=[O:12])[CH:6]=[C:5]([O:15][CH3:16])[N:4]=1. The catalyst is C(O)C.[Pd]. The product is [CH3:1][O:2][C:3]1[CH:8]=[C:7]([CH2:9][CH2:10][C:11]([O:13][CH3:14])=[O:12])[CH:6]=[C:5]([O:15][CH3:16])[N:4]=1. The yield is 0.990. (2) The reactants are [Cl:1][C:2]1[N:7]=[C:6](Cl)[CH:5]=[CH:4][N:3]=1.CC1(C)C(C)(C)OB([C:17]2[CH:29]=[CH:28][C:20]3[N:21]=[C:22]([NH:24][C:25](=[O:27])[CH3:26])[S:23][C:19]=3[CH:18]=2)O1.C(=O)([O-])[O-].[Na+].[Na+]. The catalyst is O1CCOCC1.C1C=CC([P]([Pd]([P](C2C=CC=CC=2)(C2C=CC=CC=2)C2C=CC=CC=2)([P](C2C=CC=CC=2)(C2C=CC=CC=2)C2C=CC=CC=2)[P](C2C=CC=CC=2)(C2C=CC=CC=2)C2C=CC=CC=2)(C2C=CC=CC=2)C2C=CC=CC=2)=CC=1. The product is [Cl:1][C:2]1[N:7]=[C:6]([C:17]2[CH:29]=[CH:28][C:20]3[N:21]=[C:22]([NH:24][C:25](=[O:27])[CH3:26])[S:23][C:19]=3[CH:18]=2)[CH:5]=[CH:4][N:3]=1. The yield is 0.560.